The task is: Predict which catalyst facilitates the given reaction.. This data is from Catalyst prediction with 721,799 reactions and 888 catalyst types from USPTO. Reactant: C([Si](C)(C)[O:6][C:7]1[CH:12]=[CH:11][C:10]([C:13]2[C:17]([C:18]3[CH:23]=[CH:22][CH:21]=[CH:20][CH:19]=3)=[C:16]([C:24]3([CH2:27][N:28]4[CH2:33][CH2:32][S:31][CH2:30][CH2:29]4)[CH2:26][CH2:25]3)[O:15][N:14]=2)=[CH:9][CH:8]=1)(C)(C)C.[ClH:36]. Product: [ClH:36].[C:18]1([C:17]2[C:13]([C:10]3[CH:11]=[CH:12][C:7]([OH:6])=[CH:8][CH:9]=3)=[N:14][O:15][C:16]=2[C:24]2([CH2:27][N:28]3[CH2:29][CH2:30][S:31][CH2:32][CH2:33]3)[CH2:26][CH2:25]2)[CH:23]=[CH:22][CH:21]=[CH:20][CH:19]=1. The catalyst class is: 268.